From a dataset of Forward reaction prediction with 1.9M reactions from USPTO patents (1976-2016). Predict the product of the given reaction. Given the reactants [CH3:1][O:2][C:3]([C:5]1[S:6][C:7]2[CH:8]([N:20]([CH3:22])[CH3:21])[CH2:9][O:10][C:11]3[CH:18]=[CH:17][C:16](Br)=[CH:15][C:12]=3[C:13]=2[N:14]=1)=[O:4].C1C=CC(P(C2C=CC=CC=2)C2C=CC=CC=2)=CC=1.[CH3:42][C:43]([OH:47])([C:45]#[CH:46])[CH3:44], predict the reaction product. The product is: [CH3:1][O:2][C:3]([C:5]1[S:6][C:7]2[CH:8]([N:20]([CH3:22])[CH3:21])[CH2:9][O:10][C:11]3[CH:18]=[CH:17][C:16]([C:46]#[C:45][C:43]([OH:47])([CH3:44])[CH3:42])=[CH:15][C:12]=3[C:13]=2[N:14]=1)=[O:4].